From a dataset of Reaction yield outcomes from USPTO patents with 853,638 reactions. Predict the reaction yield, written as a fraction of the theoretical maximum amount of product (1.0 means a 100% yield; for example, 0.34 means a 34% yield). (1) The reactants are [NH2:1][C:2]1[C:3]([F:31])=[C:4]([CH:26]=[CH:27][C:28]=1[C:29]#[N:30])[C:5]([NH:7][C:8]1[C:13]([CH3:14])=[CH:12][C:11]([C:15]([F:24])([C:20]([F:23])([F:22])[F:21])[C:16]([F:19])([F:18])[F:17])=[CH:10][C:9]=1[CH3:25])=[O:6].N1C=CC=CC=1.[C:38](Cl)(=[O:45])[C:39]1[CH:44]=[CH:43][CH:42]=[CH:41][CH:40]=1. The catalyst is O1CCCC1. The product is [C:38]([NH:1][C:2]1[C:3]([F:31])=[C:4]([CH:26]=[CH:27][C:28]=1[C:29]#[N:30])[C:5]([NH:7][C:8]1[C:9]([CH3:25])=[CH:10][C:11]([C:15]([F:24])([C:20]([F:21])([F:22])[F:23])[C:16]([F:18])([F:17])[F:19])=[CH:12][C:13]=1[CH3:14])=[O:6])(=[O:45])[C:39]1[CH:44]=[CH:43][CH:42]=[CH:41][CH:40]=1. The yield is 0.280. (2) The reactants are [C:1]([C:4]1[CH:5]=[C:6]2[C:11](=[CH:12][C:13]=1[O:14][CH3:15])[N:10]=[CH:9][CH:8]=[C:7]2[O:16][C:17]1[CH:18]=[C:19]2[C:23](=[CH:24][CH:25]=1)[NH:22][CH:21]=[CH:20]2)(=[O:3])[NH2:2].[H-].[Na+].[F:28][C:29]1[CH:34]=[C:33]([F:35])[CH:32]=[CH:31][C:30]=1[NH:36][C:37](=O)[O:38]C1C=CC=CC=1.O. The catalyst is CN(C)C=O.O1CCCC1.C(OCC)(=O)C. The product is [C:1]([C:4]1[CH:5]=[C:6]2[C:11](=[CH:12][C:13]=1[O:14][CH3:15])[N:10]=[CH:9][CH:8]=[C:7]2[O:16][C:17]1[CH:18]=[C:19]2[C:23](=[CH:24][CH:25]=1)[N:22]([C:37](=[O:38])[NH:36][C:30]1[CH:31]=[CH:32][C:33]([F:35])=[CH:34][C:29]=1[F:28])[CH:21]=[CH:20]2)(=[O:3])[NH2:2]. The yield is 0.573. (3) The reactants are [CH:1]1[C:11](=[C:12]([C:15]#[N:16])[C:13]#[N:14])[CH:10]=[CH:9][C:3](=[C:4]([C:7]#[N:8])[C:5]#N)[CH:2]=1.[CH2:17]([N:21]([CH2:37][CH2:38][CH2:39][CH3:40])[C:22]1[CH:27]=[CH:26][C:25]([CH:28]=[CH:29][C:30]2[S:31]C=[CH:33][CH:34]=2)=[C:24]([O:35][CH3:36])[CH:23]=1)[CH2:18][CH2:19][CH3:20].O.C(OCC)(=O)C. The catalyst is CN(C)C=O. The product is [C:7]([C:4]([C:5]1[S:31][C:30]([CH:29]=[CH:28][C:25]2[CH:26]=[CH:27][C:22]([N:21]([CH2:37][CH2:38][CH2:39][CH3:40])[CH2:17][CH2:18][CH2:19][CH3:20])=[CH:23][C:24]=2[O:35][CH3:36])=[CH:34][CH:33]=1)=[C:3]1[CH:2]=[CH:1][C:11](=[C:12]([C:15]#[N:16])[C:13]#[N:14])[CH:10]=[CH:9]1)#[N:8]. The yield is 0.145. (4) The reactants are Cl[C:2]1[N:3]=[CH:4][C:5]([C:8]([N:10]2[CH2:16][CH2:15][CH2:14][N:13]([CH:17]3[CH2:20][CH2:19][CH2:18]3)[CH2:12][CH2:11]2)=[O:9])=[N:6][CH:7]=1.[F:21][C:22]1[CH:27]=[CH:26][C:25]([OH:28])=[CH:24][CH:23]=1.C([O-])([O-])=O.[Cs+].[Cs+]. The catalyst is CN(C=O)C. The product is [CH:17]1([N:13]2[CH2:14][CH2:15][CH2:16][N:10]([C:8]([C:5]3[CH:4]=[N:3][C:2]([O:28][C:25]4[CH:26]=[CH:27][C:22]([F:21])=[CH:23][CH:24]=4)=[CH:7][N:6]=3)=[O:9])[CH2:11][CH2:12]2)[CH2:20][CH2:19][CH2:18]1. The yield is 0.600. (5) The reactants are C1(P(C2C=CC=CC=2)C2C=CC=CC=2)C=CC=CC=1.CCN(CC)CC.ClC(Cl)(Cl)C(Cl)(Cl)Cl.[OH:35][C:36]1[C:41]([NH:42][C:43]([C:45]2[CH:46]=[CH:47][CH:48]=[C:49]3[C:54]=2[N:53]=[C:52]([O:55][C:56]2[CH:61]=[CH:60][CH:59]=[CH:58][CH:57]=2)[CH:51]=[CH:50]3)=O)=[C:40]([OH:62])[CH:39]=[CH:38][N:37]=1. The catalyst is C(Cl)Cl. The product is [O:55]([C:52]1[CH:51]=[CH:50][C:49]2[C:54](=[C:45]([C:43]3[O:62][C:40]4[CH:39]=[CH:38][NH:37][C:36](=[O:35])[C:41]=4[N:42]=3)[CH:46]=[CH:47][CH:48]=2)[N:53]=1)[C:56]1[CH:57]=[CH:58][CH:59]=[CH:60][CH:61]=1. The yield is 0.380.